This data is from Full USPTO retrosynthesis dataset with 1.9M reactions from patents (1976-2016). The task is: Predict the reactants needed to synthesize the given product. (1) Given the product [OH:16][C@@H:17]1[CH2:31][C@@H:20]2[S:21][C@@H:22]([CH2:25][CH2:26][CH2:27][C:28]([O:30][CH:7]([CH3:9])[CH3:8])=[O:29])[CH2:23][CH2:24][C@@H:19]2[C@H:18]1[CH2:32][CH2:33][C@@H:34]([OH:43])[CH2:35][O:36][C:37]1[CH:42]=[CH:41][CH:40]=[CH:39][CH:38]=1, predict the reactants needed to synthesize it. The reactants are: C(=O)([O-])[O-].[Cs+].[Cs+].[CH:7](I)([CH3:9])[CH3:8].CN(C)C=O.[OH:16][C@@H:17]1[CH2:31][C@@H:20]2[S:21][C@@H:22]([CH2:25][CH2:26][CH2:27][C:28]([OH:30])=[O:29])[CH2:23][CH2:24][C@@H:19]2[C@H:18]1/[CH:32]=[CH:33]/[C@@H:34]([OH:43])[CH2:35][O:36][C:37]1[CH:42]=[CH:41][CH:40]=[CH:39][CH:38]=1. (2) Given the product [C:17]([O:20][C:21](=[O:22])[NH:1][C:4]1[CH:9]=[N:8][C:7]([C:10]2[CH:15]=[CH:14][CH:13]=[CH:12][CH:11]=2)=[CH:6][CH:5]=1)([CH3:19])([CH3:18])[CH3:16], predict the reactants needed to synthesize it. The reactants are: [N+:1]([C:4]1[CH:5]=[CH:6][C:7]([C:10]2[CH:15]=[CH:14][CH:13]=[CH:12][CH:11]=2)=[N:8][CH:9]=1)([O-])=O.[CH3:16][C:17]([O:20][C:21](O[C:21]([O:20][C:17]([CH3:19])([CH3:18])[CH3:16])=[O:22])=[O:22])([CH3:19])[CH3:18].[H][H]. (3) Given the product [I:5][C:6]1[C:14]2[CH:13]=[N:12][CH:11]=[N:10][C:9]=2[N:8]([CH:2]([CH3:4])[CH3:3])[CH:7]=1, predict the reactants needed to synthesize it. The reactants are: I[CH:2]([CH3:4])[CH3:3].[I:5][C:6]1[C:14]2[CH:13]=[N:12][CH:11]=[N:10][C:9]=2[NH:8][CH:7]=1.C(=O)([O-])[O-].[Cs+].[Cs+].[Cl-].[NH4+]. (4) The reactants are: [F-].C([N+](CCCC)(CCCC)CCCC)CCC.[Si]([O:36][CH2:37][CH2:38][O:39][CH2:40][C@H:41]([O:52][C:53]1[N:58]=[CH:57][N:56]=[C:55]2[N:59]([C:62]3[CH:67]=[CH:66][CH:65]=[C:64]([C:68]#[N:69])[C:63]=3[CH3:70])[N:60]=[CH:61][C:54]=12)[C:42]([NH:44][C:45]1[CH:50]=[CH:49][C:48]([Cl:51])=[CH:47][N:46]=1)=[O:43])(C(C)(C)C)(C1C=CC=CC=1)C1C=CC=CC=1. Given the product [Cl:51][C:48]1[CH:49]=[CH:50][C:45]([NH:44][C:42](=[O:43])[C@@H:41]([O:52][C:53]2[N:58]=[CH:57][N:56]=[C:55]3[N:59]([C:62]4[CH:67]=[CH:66][CH:65]=[C:64]([C:68]#[N:69])[C:63]=4[CH3:70])[N:60]=[CH:61][C:54]=23)[CH2:40][O:39][CH2:38][CH2:37][OH:36])=[N:46][CH:47]=1, predict the reactants needed to synthesize it. (5) Given the product [O:17]=[C:16]1[C:15]2([CH2:22][CH2:21][NH:20][CH2:19][CH2:18]2)[N:14]([C:33]2[CH:34]=[CH:35][CH:36]=[CH:37][CH:38]=2)[CH2:13][N:12]1[CH2:11][C:10]1[CH:9]=[C:8]([CH:41]=[CH:40][CH:39]=1)[C:6]([O:5][C:1]([CH3:4])([CH3:2])[CH3:3])=[O:7], predict the reactants needed to synthesize it. The reactants are: [C:1]([O:5][C:6]([C:8]1[CH:9]=[C:10]([CH:39]=[CH:40][CH:41]=1)[CH2:11][N:12]1[C:16](=[O:17])[C:15]2([CH2:22][CH2:21][N:20](C(OCC3C=CC=CC=3)=O)[CH2:19][CH2:18]2)[N:14]([C:33]2[CH:38]=[CH:37][CH:36]=[CH:35][CH:34]=2)[CH2:13]1)=[O:7])([CH3:4])([CH3:3])[CH3:2].[H][H]. (6) Given the product [OH:1][C:2]1[C:11]2[C:6](=[CH:7][CH:8]=[CH:9][CH:10]=2)[NH:5][C:4](=[O:12])[C:3]=1[C:13](=[O:28])[CH:14]=[CH:15][C:16]1[CH:21]=[CH:20][CH:19]=[C:18]([O:22][CH2:23][C:24]([OH:26])=[O:25])[CH:17]=1, predict the reactants needed to synthesize it. The reactants are: [OH:1][C:2]1[C:11]2[C:6](=[CH:7][CH:8]=[CH:9][CH:10]=2)[NH:5][C:4](=[O:12])[C:3]=1[C:13](=[O:28])[CH:14]=[CH:15][C:16]1[CH:21]=[CH:20][CH:19]=[C:18]([O:22][CH2:23][C:24]([O:26]C)=[O:25])[CH:17]=1.[OH-].[Na+]. (7) Given the product [NH2:20][C:18]1[N:19]=[C:14]([NH:1][CH2:2][CH2:3][CH2:4][NH:5][C:6](=[O:12])[O:7][C:8]([CH3:9])([CH3:11])[CH3:10])[CH:15]=[CH:16][C:17]=1[N+:21]([O-:23])=[O:22], predict the reactants needed to synthesize it. The reactants are: [NH2:1][CH2:2][CH2:3][CH2:4][NH:5][C:6](=[O:12])[O:7][C:8]([CH3:11])([CH3:10])[CH3:9].Cl[C:14]1[N:19]=[C:18]([NH2:20])[C:17]([N+:21]([O-:23])=[O:22])=[CH:16][CH:15]=1.C(=O)(O)[O-].[K+].O.